From a dataset of Full USPTO retrosynthesis dataset with 1.9M reactions from patents (1976-2016). Predict the reactants needed to synthesize the given product. (1) Given the product [CH3:35][O:34][C:28]1[CH:29]=[N:30][C:31]2[C:26]([CH:27]=1)=[CH:25][C:24]([CH2:23][C:20]1[N:18]3[N:19]=[C:14]([C:2]4[S:6][N:5]=[C:4]([CH3:7])[CH:3]=4)[CH:15]=[CH:16][C:17]3=[N:22][N:21]=1)=[CH:33][CH:32]=2, predict the reactants needed to synthesize it. The reactants are: Br[C:2]1[S:6][N:5]=[C:4]([CH3:7])[CH:3]=1.C([Mg]Cl)(C)C.I[C:14]1[CH:15]=[CH:16][C:17]2[N:18]([C:20]([CH2:23][C:24]3[CH:25]=[C:26]4[C:31](=[CH:32][CH:33]=3)[N:30]=[CH:29][C:28]([O:34][CH3:35])=[CH:27]4)=[N:21][N:22]=2)[N:19]=1.C1(P(C2C=CC=CC=2)C2C3OC4C(=CC=CC=4P(C4C=CC=CC=4)C4C=CC=CC=4)C(C)(C)C=3C=CC=2)C=CC=CC=1. (2) Given the product [CH2:1]([C:3]1[CH:4]=[CH:5][C:6]([C:9]2[N:14]=[C:13]([NH:15][CH2:16][CH2:17][CH2:18][O:19][C:20]3[CH:21]=[C:22]4[C:26](=[CH:27][CH:28]=3)[C@H:25]([CH2:29][C:30]([OH:32])=[O:31])[CH2:24][CH2:23]4)[C:12]([C:35]([F:38])([F:36])[F:37])=[CH:11][CH:10]=2)=[CH:7][CH:8]=1)[CH3:2], predict the reactants needed to synthesize it. The reactants are: [CH2:1]([C:3]1[CH:8]=[CH:7][C:6]([C:9]2[N:14]=[C:13]([NH:15][CH2:16][CH2:17][CH2:18][O:19][C:20]3[CH:21]=[C:22]4[C:26](=[CH:27][CH:28]=3)[C@H:25]([CH2:29][C:30]([O:32]CC)=[O:31])[CH2:24][CH2:23]4)[C:12]([C:35]([F:38])([F:37])[F:36])=[CH:11][CH:10]=2)=[CH:5][CH:4]=1)[CH3:2].O.[Li+].[OH-]. (3) Given the product [OH:9][CH2:8][C:6]1[CH:7]=[C:2]([O:20][CH3:22])[C:3](=[O:19])[N:4]([CH2:10][C:11]2[CH:16]=[CH:15][C:14]([O:17][CH3:18])=[CH:13][CH:12]=2)[N:5]=1, predict the reactants needed to synthesize it. The reactants are: Br[C:2]1[C:3](=[O:19])[N:4]([CH2:10][C:11]2[CH:16]=[CH:15][C:14]([O:17][CH3:18])=[CH:13][CH:12]=2)[N:5]=[C:6]([CH2:8][OH:9])[CH:7]=1.[OH-:20].[K+].[CH3:22]O. (4) The reactants are: [NH2:1][CH2:2][C@H:3]([NH:14][C:15](=[O:30])[C:16]1[CH:21]=[CH:20][C:19]([C:22]([N:24]2[CH2:28][CH2:27][CH2:26][CH2:25]2)=[O:23])=[C:18]([CH3:29])[CH:17]=1)[C:4]1[NH:8][C:7]2[CH:9]=[CH:10][C:11]([Cl:13])=[CH:12][C:6]=2[N:5]=1.C(N(CC)CC)C.[C:38](OC(=O)C)(=[O:40])[CH3:39]. Given the product [C:38]([NH:1][CH2:2][C@H:3]([NH:14][C:15](=[O:30])[C:16]1[CH:21]=[CH:20][C:19]([C:22]([N:24]2[CH2:28][CH2:27][CH2:26][CH2:25]2)=[O:23])=[C:18]([CH3:29])[CH:17]=1)[C:4]1[NH:8][C:7]2[CH:9]=[CH:10][C:11]([Cl:13])=[CH:12][C:6]=2[N:5]=1)(=[O:40])[CH3:39], predict the reactants needed to synthesize it.